From a dataset of Forward reaction prediction with 1.9M reactions from USPTO patents (1976-2016). Predict the product of the given reaction. Given the reactants [CH2:1]([Mg]Br)[CH:2]([CH3:4])[CH3:3].[CH:7](=[O:14])[C:8]1[CH:13]=[CH:12][CH:11]=[CH:10][CH:9]=1.[Cl-].[NH4+], predict the reaction product. The product is: [CH3:3][CH:2]([CH3:4])[CH2:1][CH:7]([C:8]1[CH:13]=[CH:12][CH:11]=[CH:10][CH:9]=1)[OH:14].